Dataset: Catalyst prediction with 721,799 reactions and 888 catalyst types from USPTO. Task: Predict which catalyst facilitates the given reaction. (1) Reactant: [CH2:1]([NH2:4])[CH2:2][NH2:3].[C:5]([O:9][C:10](O[C:10]([O:9][C:5]([CH3:8])([CH3:7])[CH3:6])=[O:11])=[O:11])([CH3:8])([CH3:7])[CH3:6].O. Product: [C:5]([O:9][C:10]([NH:3][CH2:2][CH2:1][NH2:4])=[O:11])([CH3:8])([CH3:7])[CH3:6]. The catalyst class is: 4. (2) The catalyst class is: 8. Product: [Br:7][C:6]1[CH:5]=[N:4][N:3]2[CH:13]=[C:12]([C:17]([F:20])([F:19])[F:18])[CH:11]=[N:1][C:2]=12. Reactant: [NH2:1][C:2]1[C:6]([Br:7])=[CH:5][NH:4][N:3]=1.CN(/[CH:11]=[C:12](/[C:17]([F:20])([F:19])[F:18])\[CH:13]=[N+](C)C)C.F[P-](F)(F)(F)(F)F.C(O)(=O)C. (3) The catalyst class is: 1. Product: [C:13]1([S:19]([N:6]2[C:7]3=[N:8][CH:9]=[CH:10][C:2]([Br:1])=[C:3]3[CH:4]=[CH:5]2)(=[O:21])=[O:20])[CH:18]=[CH:17][CH:16]=[CH:15][CH:14]=1. Reactant: [Br:1][C:2]1[CH:10]=[CH:9][N:8]=[C:7]2[C:3]=1[CH:4]=[CH:5][NH:6]2.[H-].[Na+].[C:13]1([S:19](Cl)(=[O:21])=[O:20])[CH:18]=[CH:17][CH:16]=[CH:15][CH:14]=1. (4) Reactant: [N:1]1[C:11]2[NH:10][C:9]3[CH:12]=[CH:13][CH:14]=[CH:15][C:8]=3[C:7](=[O:16])[NH:6][C:5]=2[CH:4]=[CH:3][CH:2]=1.[H-].[Na+].Cl[CH2:20][C:21](=[O:27])[CH2:22][C:23]([O:25][CH3:26])=[O:24].O. Product: [O:27]=[C:21]([CH2:20][N:6]1[C:7](=[O:16])[C:8]2[CH:15]=[CH:14][CH:13]=[CH:12][C:9]=2[NH:10][C:11]2[N:1]=[CH:2][CH:3]=[CH:4][C:5]1=2)[CH2:22][C:23]([O:25][CH3:26])=[O:24]. The catalyst class is: 9. (5) Reactant: [NH2:1][C:2]1[CH:7]=[CH:6][CH:5]=[C:4]([NH2:8])[C:3]=1[NH2:9].[CH:10]1[C:23]2[C:22](=O)[C:21](=O)[C:20]3[C:15](=[CH:16][CH:17]=[CH:18][CH:19]=3)[C:14]=2[CH:13]=[CH:12][CH:11]=1.C(O)(=O)C. Product: [NH2:1][C:2]1[CH:7]=[CH:6][CH:5]=[C:4]2[C:3]=1[N:9]=[C:21]1[C:22](=[N:8]2)[C:23]2[CH:10]=[CH:11][CH:12]=[CH:13][C:14]=2[C:15]2[CH:16]=[CH:17][CH:18]=[CH:19][C:20]1=2. The catalyst class is: 5. (6) Reactant: [CH3:1][C:2]1[CH:7]=[CH:6][C:5]([S:8]([O:11][CH2:12][CH:13]2[CH2:17][C:16]3[CH:18]=[CH:19][CH:20]=[C:21](Br)[C:15]=3[O:14]2)(=[O:10])=[O:9])=[CH:4][CH:3]=1.[F:23][C:24]1[CH:29]=[CH:28][CH:27]=[CH:26][C:25]=1B(O)O.C(=O)([O-])[O-].[K+].[K+].CC1C=CC(S(OCC2CC3C(C4C=CC=CC=4)=CC=CC=3O2)(=O)=O)=CC=1. Product: [CH3:1][C:2]1[CH:7]=[CH:6][C:5]([S:8]([O:11][CH2:12][CH:13]2[CH2:17][C:16]3[CH:18]=[CH:19][CH:20]=[C:21]([C:25]4[CH:26]=[CH:27][CH:28]=[CH:29][C:24]=4[F:23])[C:15]=3[O:14]2)(=[O:10])=[O:9])=[CH:4][CH:3]=1. The catalyst class is: 608. (7) Reactant: [F:1][C:2]1([F:26])[CH2:7][CH2:6][CH:5]([CH2:8][C:9]2[N:13]3[C:14]([CH3:21])=[CH:15][C:16]([C:18]([NH2:20])=[O:19])=[CH:17][C:12]3=[N:11][C:10]=2[C:22]([F:25])([F:24])[F:23])[CH2:4][CH2:3]1.[CH3:27][C:28]1([CH2:32]CS(O)(=O)=O)[CH2:31][O:30][CH2:29]1.C(=O)([O-])[O-].[Cs+].[Cs+].C(=O)([O-])O.[Na+]. Product: [F:26][C:2]1([F:1])[CH2:3][CH2:4][CH:5]([CH2:8][C:9]2[N:13]3[C:14]([CH3:21])=[CH:15][C:16]([C:18]([NH:20][CH2:27][C:28]4([CH3:32])[CH2:31][O:30][CH2:29]4)=[O:19])=[CH:17][C:12]3=[N:11][C:10]=2[C:22]([F:23])([F:24])[F:25])[CH2:6][CH2:7]1. The catalyst class is: 3. (8) Reactant: O=C1C2C(=CC=CC=2)C(=O)[N:3]1[CH2:12][CH:13]([NH:19][C:20](=[O:26])[O:21][C:22]([CH3:25])([CH3:24])[CH3:23])[CH2:14][S:15]([CH3:18])(=[O:17])=[O:16].O.NN. Product: [NH2:3][CH2:12][CH:13]([NH:19][C:20](=[O:26])[O:21][C:22]([CH3:24])([CH3:23])[CH3:25])[CH2:14][S:15]([CH3:18])(=[O:17])=[O:16]. The catalyst class is: 8. (9) Product: [CH3:8][O:9][N:10]([CH2:11][CH2:12][CH2:13][CH2:14][N:15]1[C:27]2[C:26]3[CH:25]=[CH:24][CH:23]=[CH:22][C:21]=3[N:20]=[CH:19][C:18]=2[N:17]=[C:16]1[CH2:28][CH2:29][CH3:30])[C:31](=[O:33])[CH3:32]. The catalyst class is: 503. Reactant: C(N(CC)CC)C.[CH3:8][O:9][NH:10][CH2:11][CH2:12][CH2:13][CH2:14][N:15]1[C:27]2[C:26]3[CH:25]=[CH:24][CH:23]=[CH:22][C:21]=3[N:20]=[CH:19][C:18]=2[N:17]=[C:16]1[CH2:28][CH2:29][CH3:30].[C:31](OC(=O)C)(=[O:33])[CH3:32].